From a dataset of Catalyst prediction with 721,799 reactions and 888 catalyst types from USPTO. Predict which catalyst facilitates the given reaction. (1) Reactant: [NH2:1][C:2]1[CH:10]=[CH:9][CH:8]=[C:7]([Cl:11])[C:3]=1[C:4]([OH:6])=O.O=S(Cl)Cl.[Cl:16][C:17]1[CH:23]=[CH:22][CH:21]=[CH:20][C:18]=1[NH2:19].C(Cl)(Cl)Cl. Product: [NH2:1][C:2]1[CH:10]=[CH:9][CH:8]=[C:7]([Cl:11])[C:3]=1[C:4]([NH:19][C:18]1[CH:20]=[CH:21][CH:22]=[CH:23][C:17]=1[Cl:16])=[O:6]. The catalyst class is: 48. (2) Reactant: [Br:1][C:2]1[CH:3]=[C:4]([CH:7]=[CH:8][C:9]=1[F:10])[CH2:5][OH:6].[CH3:11][S:12](Cl)(=[O:14])=[O:13].C(N(CC)CC)C. Product: [CH3:11][S:12]([O:6][CH2:5][C:4]1[CH:7]=[CH:8][C:9]([F:10])=[C:2]([Br:1])[CH:3]=1)(=[O:14])=[O:13]. The catalyst class is: 2. (3) Reactant: [H-].[Na+].F[C:4]1[CH:5]=[CH:6][C:7]2[N+:12]([O-:13])=[N:11][C:10]([NH:14][CH2:15][CH2:16][N:17]([CH3:19])[CH3:18])=[N:9][C:8]=2[CH:20]=1.[CH3:21][O:22][CH2:23][CH2:24][OH:25]. Product: [CH3:21][O:22][CH2:23][CH2:24][O:25][C:4]1[CH:5]=[CH:6][C:7]2[N+:12]([O-:13])=[N:11][C:10]([NH:14][CH2:15][CH2:16][N:17]([CH3:19])[CH3:18])=[N:9][C:8]=2[CH:20]=1. The catalyst class is: 1. (4) Reactant: [CH2:1]([N:3]=[C:4]=[O:5])[CH3:2].[C:6]([O:10][C:11]([N:13]1[CH2:18][CH2:17][CH:16]([CH2:19][CH2:20][CH2:21][CH2:22][C:23]2[CH:28]=[CH:27][C:26]([NH2:29])=[CH:25][CH:24]=2)[CH2:15][CH2:14]1)=[O:12])([CH3:9])([CH3:8])[CH3:7]. Product: [C:6]([O:10][C:11]([N:13]1[CH2:18][CH2:17][CH:16]([CH2:19][CH2:20][CH2:21][CH2:22][C:23]2[CH:28]=[CH:27][C:26]([NH:29][C:4]([NH:3][CH2:1][CH3:2])=[O:5])=[CH:25][CH:24]=2)[CH2:15][CH2:14]1)=[O:12])([CH3:9])([CH3:7])[CH3:8]. The catalyst class is: 2. (5) Reactant: [NH:1]1[CH2:5][CH:4]=[CH:3][CH2:2]1.C1(=O)CCCC1.[C-]#N.[K+].CN(C)[C:17]1([C:22]#[N:23])[CH2:21][CH2:20][CH2:19][CH2:18]1. Product: [N:1]1([C:17]2([C:22]#[N:23])[CH2:21][CH2:20][CH2:19][CH2:18]2)[CH2:5][CH:4]=[CH:3][CH2:2]1. The catalyst class is: 6. (6) Reactant: C1(N)C(F)=C(F)C(F)=C(N)C=1F.Cl.Cl.[NH:15]1[C:23]2[C:18](=[CH:19][CH:20]=[CH:21][CH:22]=2)[C:17](/[CH:24]=[CH:25]/[C:26]2[CH:39]=[CH:38][C:29]([C:30]([N:32]3[CH2:37][CH2:36][NH:35][CH2:34][CH2:33]3)=[O:31])=[CH:28][CH:27]=2)=[N:16]1.[CH2:40]([N:42]([CH2:45]C)CC)[CH3:41].[OH2:47]. Product: [CH2:40]([NH:42][C:45]([N:35]1[CH2:36][CH2:37][N:32]([C:30](=[O:31])[C:29]2[CH:28]=[CH:27][C:26](/[CH:25]=[CH:24]/[C:17]3[C:18]4[C:23](=[CH:22][CH:21]=[CH:20][CH:19]=4)[NH:15][N:16]=3)=[CH:39][CH:38]=2)[CH2:33][CH2:34]1)=[O:47])[CH3:41]. The catalyst class is: 1. (7) Reactant: [Cl:1][C:2]1[CH:7]=[C:6]([NH2:8])[CH:5]=[CH:4][N:3]=1.C(N(CC)CC)C.[CH3:16][C:17]([CH3:22])([CH3:21])[C:18](Cl)=[O:19].[NH4+].[Cl-]. Product: [Cl:1][C:2]1[CH:7]=[C:6]([NH:8][C:18](=[O:19])[C:17]([CH3:22])([CH3:21])[CH3:16])[CH:5]=[CH:4][N:3]=1. The catalyst class is: 2.